This data is from NCI-60 drug combinations with 297,098 pairs across 59 cell lines. The task is: Regression. Given two drug SMILES strings and cell line genomic features, predict the synergy score measuring deviation from expected non-interaction effect. (1) Drug 1: C1CCC(C1)C(CC#N)N2C=C(C=N2)C3=C4C=CNC4=NC=N3. Drug 2: CC1CCC2CC(C(=CC=CC=CC(CC(C(=O)C(C(C(=CC(C(=O)CC(OC(=O)C3CCCCN3C(=O)C(=O)C1(O2)O)C(C)CC4CCC(C(C4)OC)O)C)C)O)OC)C)C)C)OC. Cell line: MDA-MB-231. Synergy scores: CSS=35.2, Synergy_ZIP=9.22, Synergy_Bliss=8.96, Synergy_Loewe=0.527, Synergy_HSA=11.6. (2) Drug 1: CC1C(C(CC(O1)OC2CC(CC3=C2C(=C4C(=C3O)C(=O)C5=C(C4=O)C(=CC=C5)OC)O)(C(=O)C)O)N)O.Cl. Drug 2: COC1=C2C(=CC3=C1OC=C3)C=CC(=O)O2. Cell line: SW-620. Synergy scores: CSS=18.2, Synergy_ZIP=1.26, Synergy_Bliss=1.50, Synergy_Loewe=-34.2, Synergy_HSA=0.542. (3) Drug 1: C1C(C(OC1N2C=NC3=C(N=C(N=C32)Cl)N)CO)O. Drug 2: C1=NNC2=C1C(=O)NC=N2. Cell line: OVCAR-4. Synergy scores: CSS=9.58, Synergy_ZIP=-3.28, Synergy_Bliss=-2.01, Synergy_Loewe=-5.53, Synergy_HSA=-5.47. (4) Drug 1: C1CCC(C1)C(CC#N)N2C=C(C=N2)C3=C4C=CNC4=NC=N3. Drug 2: CC1CCC2CC(C(=CC=CC=CC(CC(C(=O)C(C(C(=CC(C(=O)CC(OC(=O)C3CCCCN3C(=O)C(=O)C1(O2)O)C(C)CC4CCC(C(C4)OC)OCCO)C)C)O)OC)C)C)C)OC. Cell line: NCI-H522. Synergy scores: CSS=11.1, Synergy_ZIP=-8.32, Synergy_Bliss=-5.08, Synergy_Loewe=-9.04, Synergy_HSA=-3.51. (5) Drug 1: C1=NC2=C(N1)C(=S)N=C(N2)N. Drug 2: C1=NC2=C(N=C(N=C2N1C3C(C(C(O3)CO)O)O)F)N. Cell line: TK-10. Synergy scores: CSS=27.8, Synergy_ZIP=-10.4, Synergy_Bliss=-6.21, Synergy_Loewe=-11.9, Synergy_HSA=-4.94.